From a dataset of Full USPTO retrosynthesis dataset with 1.9M reactions from patents (1976-2016). Predict the reactants needed to synthesize the given product. (1) Given the product [O:1]1[C@H:7]([CH:8]2[CH2:13][CH2:12][CH2:11][CH2:10][CH2:9]2)[C@H:2]1[C:3]([O:5][CH3:6])=[O:4], predict the reactants needed to synthesize it. The reactants are: [O:1]1[CH:7]([CH:8]2[CH2:13][CH2:12][CH2:11][CH2:10][CH2:9]2)[CH:2]1[C:3]([O:5][CH3:6])=[O:4]. (2) Given the product [Cl:1][C:2]1[C:3]([O:15][C@H:16]2[CH2:17][CH2:18][C@@H:19]([C:22]([F:23])([F:24])[F:25])[CH2:20][CH2:21]2)=[CH:4][CH:5]=[C:6]2[C:11]=1[CH:10]=[C:9]([C:12](=[O:14])[CH3:13])[CH:8]=[CH:7]2, predict the reactants needed to synthesize it. The reactants are: [Cl:1][C:2]1[C:3]([O:15][C@H:16]2[CH2:21][CH2:20][C@@H:19]([C:22]([F:25])([F:24])[F:23])[CH2:18][CH2:17]2)=[CH:4][CH:5]=[C:6]2[C:11]=1[CH:10]=[C:9]([CH:12]([OH:14])[CH3:13])[CH:8]=[CH:7]2.C1C=C[NH+]=CC=1.[O-][Cr](Cl)(=O)=O. (3) Given the product [F:25][C:3]([F:2])([F:24])[C:4]1[CH:23]=[CH:22][CH:21]=[CH:20][C:5]=1[CH:6]([O:15][CH:16]1[CH2:19][N:18]([C:37]([NH:36][CH:30]2[CH2:35][CH2:34][CH2:33][CH2:32][CH2:31]2)=[O:38])[CH2:17]1)[C:7]1[CH:12]=[CH:11][C:10]([S:13][CH3:14])=[CH:9][CH:8]=1, predict the reactants needed to synthesize it. The reactants are: Cl.[F:2][C:3]([F:25])([F:24])[C:4]1[CH:23]=[CH:22][CH:21]=[CH:20][C:5]=1[CH:6]([O:15][CH:16]1[CH2:19][NH:18][CH2:17]1)[C:7]1[CH:12]=[CH:11][C:10]([S:13][CH3:14])=[CH:9][CH:8]=1.C(=O)([O-])[O-].[CH:30]1([N:36]=[C:37]=[O:38])[CH2:35][CH2:34][CH2:33][CH2:32][CH2:31]1. (4) Given the product [OH:27][CH:26]([C:24]1[N:25]=[C:20]([CH2:19][CH2:18][CH2:17][O:16]/[N:15]=[C:13](/[C:11]2[CH:10]=[CH:9][CH:8]=[C:7]([CH3:6])[N:12]=2)\[CH3:14])[CH:21]=[CH:22][CH:23]=1)[CH:1]([CH3:3])[CH3:2], predict the reactants needed to synthesize it. The reactants are: [CH:1]([Mg]Cl)([CH3:3])[CH3:2].[CH3:6][C:7]1[N:12]=[C:11](/[C:13](=[N:15]/[O:16][CH2:17][CH2:18][CH2:19][C:20]2[N:25]=[C:24]([CH:26]=[O:27])[CH:23]=[CH:22][CH:21]=2)/[CH3:14])[CH:10]=[CH:9][CH:8]=1.[Cl-].[NH4+]. (5) Given the product [S:11]1[C:6]2[C:5]3[S:1][C:2]([CH:23]=[O:22])=[CH:3][C:4]=3[S:8][C:7]=2[CH:9]=[C:10]1[CH:19]=[O:20], predict the reactants needed to synthesize it. The reactants are: [S:1]1[C:5]2[C:6]3[S:11][CH:10]=[CH:9][C:7]=3[S:8][C:4]=2[CH:3]=[CH:2]1.C([Li])CCC.CN(C)[CH:19]=[O:20].[O:22]1CCC[CH2:23]1. (6) Given the product [Cl:19][C:20]1[N:21]=[C:22]([NH:1][C:2]2[NH:3][N:4]=[C:5]([CH:7]3[CH2:9][CH2:8]3)[CH:6]=2)[C:23]2[CH:29]=[CH:28][CH:27]=[N:26][C:24]=2[N:25]=1, predict the reactants needed to synthesize it. The reactants are: [NH2:1][C:2]1[CH:6]=[C:5]([CH:7]2[CH2:9][CH2:8]2)[NH:4][N:3]=1.C(N(C(C)C)CC)(C)C.[Cl:19][C:20]1[N:21]=[C:22](Cl)[C:23]2[CH:29]=[CH:28][CH:27]=[N:26][C:24]=2[N:25]=1. (7) Given the product [CH:20]1([N:19]2[C:15]([C:12]3[CH:11]=[CH:10][C:9]([OH:8])=[CH:14][CH:13]=3)=[CH:16][C:17](/[CH:26]=[CH:27]/[C:28]([O:30][CH3:31])=[O:29])=[N:18]2)[CH2:21][CH2:22][CH2:23][CH2:24][CH2:25]1, predict the reactants needed to synthesize it. The reactants are: C([O:8][C:9]1[CH:14]=[CH:13][C:12]([C:15]2[N:19]([CH:20]3[CH2:25][CH2:24][CH2:23][CH2:22][CH2:21]3)[N:18]=[C:17](/[CH:26]=[CH:27]/[C:28]([O:30][CH3:31])=[O:29])[CH:16]=2)=[CH:11][CH:10]=1)C1C=CC=CC=1.B(Cl)(Cl)Cl. (8) The reactants are: O[C:2]1[C:15]2[C:6](=[N:7][C:8]3[C:13]([N:14]=2)=[CH:12][CH:11]=[CH:10][CH:9]=3)[CH:5]=[CH:4][CH:3]=1.[CH3:16][O:17][CH2:18][CH2:19]CCBr. Given the product [CH:12]1[C:13]2[C:8](=[N:7][C:6]3[C:15]([N:14]=2)=[CH:2][CH:3]=[CH:4][CH:5]=3)[CH:9]=[CH:10][CH:11]=1.[CH:12]1[C:13]2[C:8](=[N:7][C:6]3[C:15]([N:14]=2)=[CH:2][CH:3]=[CH:4][CH:5]=3)[CH:9]=[CH:10][CH:11]=1.[CH3:19][CH2:18][O:17][CH2:16][CH3:2], predict the reactants needed to synthesize it. (9) Given the product [F:1][C:2]1[CH:7]=[CH:6][CH:5]=[C:4]([F:8])[C:3]=1[N:9]1[C:14]2[N:15]=[C:16]([NH:27][CH2:28][C:29]([NH:31][CH2:32][CH2:33][OH:34])=[O:30])[N:17]=[C:18]([C:19]3[CH:24]=[CH:23][C:22]([F:25])=[CH:21][C:20]=3[CH3:26])[C:13]=2[CH:12]=[CH:11][C:10]1=[O:36], predict the reactants needed to synthesize it. The reactants are: [F:1][C:2]1[CH:7]=[CH:6][CH:5]=[C:4]([F:8])[C:3]=1[N:9]1[C:14]2[N:15]=[C:16]([NH:27][CH2:28][C:29]([NH:31][CH2:32][CH2:33][O:34]C)=[O:30])[N:17]=[C:18]([C:19]3[CH:24]=[CH:23][C:22]([F:25])=[CH:21][C:20]=3[CH3:26])[C:13]=2[CH:12]=[CH:11][C:10]1=[O:36].B(Br)(Br)Br.O. (10) Given the product [CH2:1]([O:4][C:5]1[CH:6]=[CH:7][C:8]([CH2:11][C:24]([O:17][CH2:18][CH3:21])=[O:26])=[CH:9][CH:10]=1)[CH2:2][CH3:3], predict the reactants needed to synthesize it. The reactants are: [CH2:1]([O:4][C:5]1[CH:10]=[CH:9][C:8]([CH3:11])=[CH:7][CH:6]=1)[CH2:2][CH3:3].C(O[O:17][C:18]([CH3:21])(C)C)(C)(C)C.[C]=O.[CH2:24]([OH:26])C.